From a dataset of Reaction yield outcomes from USPTO patents with 853,638 reactions. Predict the reaction yield, written as a fraction of the theoretical maximum amount of product (1.0 means a 100% yield; for example, 0.34 means a 34% yield). (1) The reactants are [Br:1][C:2]1[CH:10]=[C:9]2[C:5]([CH2:6][C:7]3([CH2:16][CH2:15][C:14]4([O:20][CH2:19][CH2:18][O:17]4)[CH2:13][CH2:12]3)[C:8]2=O)=[CH:4][CH:3]=1.[CH3:21][C:22]([S:25]([NH2:27])=[O:26])([CH3:24])[CH3:23].CCOC(C)=O. The catalyst is [O-]CC.[Ti+4].[O-]CC.[O-]CC.[O-]CC.O. The product is [Br:1][C:2]1[CH:10]=[C:9]2[C:5]([CH2:6][C:7]3([CH2:16][CH2:15][C:14]4([O:20][CH2:19][CH2:18][O:17]4)[CH2:13][CH2:12]3)[C:8]2=[N:27][S:25]([C:22]([CH3:24])([CH3:23])[CH3:21])=[O:26])=[CH:4][CH:3]=1. The yield is 0.690. (2) The reactants are [NH2:1][C:2]1[CH:10]=[CH:9][C:8]([Br:11])=[CH:7][C:3]=1[C:4]([OH:6])=O.O=S(Cl)Cl.[Cl:16][C:17]1[CH:23]=[CH:22][CH:21]=[CH:20][C:18]=1[NH2:19].C(Cl)(Cl)Cl. The catalyst is C1C=CC=CC=1. The product is [NH2:1][C:2]1[CH:10]=[CH:9][C:8]([Br:11])=[CH:7][C:3]=1[C:4]([NH:19][C:18]1[CH:20]=[CH:21][CH:22]=[CH:23][C:17]=1[Cl:16])=[O:6]. The yield is 0.200. (3) The reactants are [NH2:1][C:2]1[CH:3]=[CH:4][C:5]2[S:9][C:8]([C:10]([O:12]C)=O)=[CH:7][C:6]=2[CH:14]=1.C[N:16]1[CH2:21][CH2:20]OCC1.[CH2:22]1[CH2:26][O:25][CH2:24][CH2:23]1.C(Cl)Cl. No catalyst specified. The product is [NH2:16][C:21]1[CH:20]=[CH:5][CH:4]=[CH:3][C:2]=1[NH:1][C:10]([C:8]1[S:9][C:5]2[CH:4]=[CH:3][C:2]([NH:1][C:26](=[O:25])[CH2:22][C:23]3[CH:8]=[CH:7][CH:6]=[CH:14][CH:24]=3)=[CH:14][C:6]=2[CH:7]=1)=[O:12]. The yield is 0.420. (4) The reactants are [H-].[Na+].[CH3:3][N:4]1[CH2:9][CH2:8][CH2:7][C@@H:6]([CH2:10][OH:11])[CH2:5]1.[CH3:12][C:13]1[CH:18]=[CH:17][C:16]([N:19]2[CH2:24][CH2:23][N:22]([C:25](OC3C=CC([N+]([O-])=O)=CC=3)=[O:26])[CH2:21][CH2:20]2)=[CH:15][CH:14]=1. The catalyst is CCCCCCC.C1COCC1. The product is [CH3:12][C:13]1[CH:14]=[CH:15][C:16]([N:19]2[CH2:20][CH2:21][N:22]([C:25]([O:11][CH2:10][C@@H:6]3[CH2:7][CH2:8][CH2:9][N:4]([CH3:3])[CH2:5]3)=[O:26])[CH2:23][CH2:24]2)=[CH:17][CH:18]=1. The yield is 0.320.